Dataset: CYP3A4 inhibition data for predicting drug metabolism from PubChem BioAssay. Task: Regression/Classification. Given a drug SMILES string, predict its absorption, distribution, metabolism, or excretion properties. Task type varies by dataset: regression for continuous measurements (e.g., permeability, clearance, half-life) or binary classification for categorical outcomes (e.g., BBB penetration, CYP inhibition). Dataset: cyp3a4_veith. The compound is C[C@H]1C[C@@H](C)CN(S(=O)(=O)c2cc(Cl)c(Oc3ccc([N+](=O)[O-])cc3Cl)c(Cl)c2)C1. The result is 0 (non-inhibitor).